This data is from Reaction yield outcomes from USPTO patents with 853,638 reactions. The task is: Predict the reaction yield, written as a fraction of the theoretical maximum amount of product (1.0 means a 100% yield; for example, 0.34 means a 34% yield). (1) The reactants are [O:1]([CH2:3][C:4]([O:6][CH3:7])=O)C.[CH:8](OCC)=O.C[O-].[Na+].[NH2:16][C:17]([NH2:19])=[O:18]. The catalyst is C1(C)C=CC=CC=1.CCO. The product is [CH3:7][O:6][C:4]1[C:3]([OH:1])=[N:16][C:17]([OH:18])=[N:19][CH:8]=1. The yield is 0.239. (2) The reactants are CS(C)=O.C(Cl)(=O)C(Cl)=O.[CH3:11][O:12][C:13]1[CH:18]=[CH:17][C:16]([CH2:19][CH2:20][OH:21])=[CH:15][CH:14]=1.C(N(CC)CC)C. The catalyst is ClCCl.O. The product is [CH3:11][O:12][C:13]1[CH:18]=[CH:17][C:16]([CH2:19][CH:20]=[O:21])=[CH:15][CH:14]=1. The yield is 0.444. (3) The reactants are [CH2:1]([N:8]1[CH2:17][CH2:16][C:15]2[C:14](=O)[NH:13][C:12]([CH2:19][O:20][CH3:21])=[N:11][C:10]=2[CH2:9]1)[C:2]1[CH:7]=[CH:6][CH:5]=[CH:4][CH:3]=1.P(Cl)(Cl)([Cl:24])=O.CN(C)C1C=CC=CC=1.C(=O)(O)[O-].[Na+]. The catalyst is ClCCCl. The product is [CH2:1]([N:8]1[CH2:17][CH2:16][C:15]2[C:14]([Cl:24])=[N:13][C:12]([CH2:19][O:20][CH3:21])=[N:11][C:10]=2[CH2:9]1)[C:2]1[CH:7]=[CH:6][CH:5]=[CH:4][CH:3]=1. The yield is 0.820. (4) The reactants are [C:1]([C:3]1[CH:10]=[CH:9][C:6]([C:7]#[N:8])=[C:5]([F:11])[CH:4]=1)#[CH:2].[H][H]. The catalyst is CCOC(C)=O.[Pd]. The product is [CH2:1]([C:3]1[CH:10]=[CH:9][C:6]([C:7]#[N:8])=[C:5]([F:11])[CH:4]=1)[CH3:2]. The yield is 0.890. (5) The reactants are [OH:1][CH:2]1[CH:7]([NH:8][C:9](=[O:15])[O:10][C:11]([CH3:14])([CH3:13])[CH3:12])[CH:6]=[C:5]([C:16]2[CH:21]=[CH:20][N:19]=[CH:18][C:17]=2[N+:22]([O-:24])=[O:23])[CH2:4][CH:3]1[CH3:25].C(N(CC)CC)C.[CH3:33][S:34](Cl)(=[O:36])=[O:35].O. The catalyst is C(Cl)Cl. The product is [CH3:33][S:34]([O:1][CH:2]1[CH:3]([CH3:25])[CH2:4][C:5]([C:16]2[CH:21]=[CH:20][N:19]=[CH:18][C:17]=2[N+:22]([O-:24])=[O:23])=[CH:6][CH:7]1[NH:8][C:9]([O:10][C:11]([CH3:12])([CH3:13])[CH3:14])=[O:15])(=[O:36])=[O:35]. The yield is 0.650. (6) The reactants are [Cl:1][C:2]1[CH:18]=[CH:17][C:5]([C:6]([NH:8][C:9]2[CH:14]=[CH:13][N:12]=[C:11]([O:15]C)[CH:10]=2)=[O:7])=[C:4]([F:19])[CH:3]=1.[Si](I)(C)(C)C. The catalyst is C(#N)C. The product is [Cl:1][C:2]1[CH:18]=[CH:17][C:5]([C:6]([NH:8][C:9]2[CH:14]=[CH:13][NH:12][C:11](=[O:15])[CH:10]=2)=[O:7])=[C:4]([F:19])[CH:3]=1. The yield is 0.920. (7) The reactants are Cl[C:2]1[N:7]=[C:6]([NH:8][CH2:9][CH2:10][CH3:11])[N:5]=[C:4]([NH:12][CH2:13][CH2:14][CH3:15])[N:3]=1.Cl.[CH:17]([O:20][NH:21][CH3:22])([CH3:19])[CH3:18].[OH-].[Na+]. The catalyst is O1CCOCC1.O. The product is [CH2:13]([NH:12][C:4]1[N:5]=[C:6]([NH:8][CH2:9][CH2:10][CH3:11])[N:7]=[C:2]([N:21]([CH3:22])[O:20][CH:17]([CH3:19])[CH3:18])[N:3]=1)[CH2:14][CH3:15]. The yield is 0.950.